Dataset: Full USPTO retrosynthesis dataset with 1.9M reactions from patents (1976-2016). Task: Predict the reactants needed to synthesize the given product. (1) The reactants are: Br[CH2:2][C:3]1[CH:4]=[CH:5][C:6]2[N:7]=[C:8]([Cl:19])[N:9]=[C:10]([N:13]3[CH2:18][CH2:17][O:16][CH2:15][CH2:14]3)[C:11]=2[N:12]=1.[NH2:20][CH2:21][C:22]([CH3:25])([OH:24])[CH3:23]. Given the product [Cl:19][C:8]1[N:9]=[C:10]([N:13]2[CH2:18][CH2:17][O:16][CH2:15][CH2:14]2)[C:11]2[N:12]=[C:3]([CH2:2][NH:20][CH2:21][C:22]([CH3:25])([OH:24])[CH3:23])[CH:4]=[CH:5][C:6]=2[N:7]=1, predict the reactants needed to synthesize it. (2) Given the product [Cl:1][C:2]1[C:11]([O:12][CH3:13])=[CH:10][C:9]([O:14][CH3:15])=[C:8]([F:16])[C:3]=1[CH2:4][OH:5], predict the reactants needed to synthesize it. The reactants are: [Cl:1][C:2]1[C:11]([O:12][CH3:13])=[CH:10][C:9]([O:14][CH3:15])=[C:8]([F:16])[C:3]=1[C:4](OC)=[O:5].O1CCCC1.[H-].[Al+3].[Li+].[H-].[H-].[H-].S([O-])([O-])(=O)=O.[Na+].[Na+]. (3) Given the product [F:1][C:2]1[C:13]([C:14]([F:15])([F:16])[F:17])=[CH:12][CH:11]=[CH:10][C:3]=1[C:4]([C:20]1[CH:21]=[CH:22][C:23]([O:25][CH3:26])=[CH:24][C:19]=1[CH3:18])=[O:5], predict the reactants needed to synthesize it. The reactants are: [F:1][C:2]1[C:13]([C:14]([F:17])([F:16])[F:15])=[CH:12][CH:11]=[CH:10][C:3]=1[C:4](N(OC)C)=[O:5].[CH3:18][C:19]1[CH:24]=[C:23]([O:25][CH3:26])[CH:22]=[CH:21][C:20]=1[Mg]Br. (4) Given the product [F:12][C:9]([F:10])([F:11])[C:7]1[CH:6]=[C:5]([C:13]2[N:14]=[C:15]([CH:19]3[CH2:24][CH2:23][N:22]([C:37](=[O:38])[CH2:36][N:29]4[C:30]5=[N:31][CH:32]=[CH:33][CH:34]=[C:35]5[N:27]=[CH:28]4)[CH2:21][CH2:20]3)[CH:16]=[CH:17][CH:18]=2)[CH:4]=[C:3]([C:2]([F:1])([F:25])[F:26])[CH:8]=1, predict the reactants needed to synthesize it. The reactants are: [F:1][C:2]([F:26])([F:25])[C:3]1[CH:4]=[C:5]([C:13]2[CH:18]=[CH:17][CH:16]=[C:15]([CH:19]3[CH2:24][CH2:23][NH:22][CH2:21][CH2:20]3)[N:14]=2)[CH:6]=[C:7]([C:9]([F:12])([F:11])[F:10])[CH:8]=1.[N:27]1[C:35]2[C:30](=[N:31][CH:32]=[CH:33][CH:34]=2)[N:29]([CH2:36][C:37](O)=[O:38])[CH:28]=1. (5) Given the product [CH:20]1([C:14]2[CH:15]=[C:16]([CH:17]3[CH2:19][CH2:18]3)[N:12]([C:9]3[CH:10]=[CH:11][C:6]([NH:5][C:3](=[O:4])[CH2:2][N:23]4[CH2:28][CH2:27][O:26][CH2:25][CH2:24]4)=[CH:7][CH:8]=3)[N:13]=2)[CH2:22][CH2:21]1, predict the reactants needed to synthesize it. The reactants are: Cl[CH2:2][C:3]([NH:5][C:6]1[CH:11]=[CH:10][C:9]([N:12]2[C:16]([CH:17]3[CH2:19][CH2:18]3)=[CH:15][C:14]([CH:20]3[CH2:22][CH2:21]3)=[N:13]2)=[CH:8][CH:7]=1)=[O:4].[NH:23]1[CH2:28][CH2:27][O:26][CH2:25][CH2:24]1.[H-].[Na+].O. (6) Given the product [CH2:15]([O:22][C:23]1[CH:24]=[CH:25][C:26]([NH:27][C:2]2[CH:10]=[CH:9][C:5]([C:6]([OH:8])=[O:7])=[CH:4][C:3]=2[N+:11]([O-:13])=[O:12])=[CH:28][CH:29]=1)[C:16]1[CH:17]=[CH:18][CH:19]=[CH:20][CH:21]=1, predict the reactants needed to synthesize it. The reactants are: F[C:2]1[CH:10]=[CH:9][C:5]([C:6]([OH:8])=[O:7])=[CH:4][C:3]=1[N+:11]([O-:13])=[O:12].Cl.[CH2:15]([O:22][C:23]1[CH:29]=[CH:28][C:26]([NH2:27])=[CH:25][CH:24]=1)[C:16]1[CH:21]=[CH:20][CH:19]=[CH:18][CH:17]=1.CCN(CC)CC.Cl. (7) Given the product [CH3:29][N:30]([CH3:31])[C:24]([C:23]1[CH:27]=[CH:28][C:20]([CH2:19][C:17]2[CH:16]=[CH:15][C:12]3[CH2:13][CH2:14][N:8]([C:6]([O:5][C:2]([CH3:4])([CH3:3])[CH3:1])=[O:7])[CH2:9][CH2:10][C:11]=3[CH:18]=2)=[CH:21][CH:22]=1)=[O:26], predict the reactants needed to synthesize it. The reactants are: [CH3:1][C:2]([O:5][C:6]([N:8]1[CH2:14][CH2:13][C:12]2[CH:15]=[CH:16][C:17]([CH2:19][C:20]3[CH:28]=[CH:27][C:23]([C:24]([OH:26])=O)=[CH:22][CH:21]=3)=[CH:18][C:11]=2[CH2:10][CH2:9]1)=[O:7])([CH3:4])[CH3:3].[CH3:29][NH:30][CH3:31]. (8) Given the product [C:1]1([C:7]2[N:16]=[C:15]([C:17]([N:26]3[CH2:25][CH2:24][C:23]4[C:28](=[CH:29][CH:30]=[C:31]([N:32]([CH3:34])[CH3:33])[C:22]=4[OH:21])[CH2:27]3)=[O:18])[C:14]3[C:9](=[CH:10][CH:11]=[CH:12][CH:13]=3)[N:8]=2)[CH:2]=[CH:3][CH:4]=[CH:5][CH:6]=1, predict the reactants needed to synthesize it. The reactants are: [C:1]1([C:7]2[N:16]=[C:15]([C:17](O)=[O:18])[C:14]3[C:9](=[CH:10][CH:11]=[CH:12][CH:13]=3)[N:8]=2)[CH:6]=[CH:5][CH:4]=[CH:3][CH:2]=1.Cl.[OH:21][C:22]1[C:31]([N:32]([CH3:34])[CH3:33])=[CH:30][CH:29]=[C:28]2[C:23]=1[CH2:24][CH2:25][NH:26][CH2:27]2. (9) Given the product [CH3:1][S:2][CH2:3][CH2:4][O:5][CH:9]([CH3:13])[C:10]([OH:12])=[O:11], predict the reactants needed to synthesize it. The reactants are: [CH3:1][S:2][CH2:3][CH2:4][OH:5].[H-].[Na+].Br[CH:9]([CH3:13])[C:10]([OH:12])=[O:11]. (10) Given the product [F:21][C:20]([F:23])([F:22])[CH2:19][N:15]1[C:14]([C:8]2[S:9][C:10]3[CH2:11][CH2:12][O:13][C:4]4[CH:3]=[C:2]([C:33]5[CH:34]=[C:29]([CH:30]=[CH:31][CH:32]=5)[C:26]([OH:28])=[O:27])[CH:25]=[CH:24][C:5]=4[C:6]=3[N:7]=2)=[N:18][CH:17]=[N:16]1, predict the reactants needed to synthesize it. The reactants are: Br[C:2]1[CH:25]=[CH:24][C:5]2[C:6]3[N:7]=[C:8]([C:14]4[N:15]([CH2:19][C:20]([F:23])([F:22])[F:21])[N:16]=[CH:17][N:18]=4)[S:9][C:10]=3[CH2:11][CH2:12][O:13][C:4]=2[CH:3]=1.[C:26]([C:29]1[CH:30]=[C:31](B(O)O)[CH:32]=[CH:33][CH:34]=1)([OH:28])=[O:27].